This data is from Catalyst prediction with 721,799 reactions and 888 catalyst types from USPTO. The task is: Predict which catalyst facilitates the given reaction. (1) Product: [CH2:2]([CH:3]([O:6][C:10]1[C:15]([CH3:16])=[C:14]([O:17][C:18]2[C:19]([CH3:26])=[CH:20][C:21]([CH3:25])=[CH:22][C:23]=2[CH3:24])[N:13]=[C:12]([CH3:27])[N:11]=1)[CH2:4][CH3:5])[CH3:1]. Reactant: [CH3:1][CH2:2][CH:3]([OH:6])[CH2:4][CH3:5].[H-].[Na+].Cl[C:10]1[C:15]([CH3:16])=[C:14]([O:17][C:18]2[C:23]([CH3:24])=[CH:22][C:21]([CH3:25])=[CH:20][C:19]=2[CH3:26])[N:13]=[C:12]([CH3:27])[N:11]=1. The catalyst class is: 16. (2) Reactant: [Br:1][C:2]1[CH:7]=[CH:6][C:5]([SH:8])=[CH:4][CH:3]=1.[CH:9]1(Br)[CH2:13][CH2:12][CH2:11][CH2:10]1.C(=O)([O-])[O-].[K+].[K+]. Product: [CH:9]1([S:8][C:5]2[CH:6]=[CH:7][C:2]([Br:1])=[CH:3][CH:4]=2)[CH2:13][CH2:12][CH2:11][CH2:10]1. The catalyst class is: 9. (3) Reactant: [F:1][CH:2]([F:20])[C:3]1[C:11]2[C:10]([F:13])([F:12])[CH2:9][CH2:8][C:7]([F:15])([F:14])[C:6]=2[N:5]([CH2:16][C:17]([OH:19])=O)[N:4]=1.Cl.[NH2:22][C@H:23]([C:33]1[C:38]([C:39]2[CH:40]=[CH:41][CH:42]=[C:43]3[C:47]=2[N:46]([CH3:48])[N:45]=[C:44]3[NH2:49])=[CH:37][N:36]=[C:35]([S:50][CH3:51])[N:34]=1)[CH2:24][C:25]1[CH:30]=[C:29]([F:31])[CH:28]=[C:27]([F:32])[CH:26]=1.CN(C(ON1N=NC2C=CC=NC1=2)=[N+](C)C)C.F[P-](F)(F)(F)(F)F.C(N(CC)C(C)C)(C)C. Product: [NH2:49][C:44]1[C:43]2[C:47](=[C:39]([C:38]3[C:33]([C@@H:23]([NH:22][C:17](=[O:19])[CH2:16][N:5]4[C:6]5[C:7]([F:14])([F:15])[CH2:8][CH2:9][C:10]([F:13])([F:12])[C:11]=5[C:3]([CH:2]([F:20])[F:1])=[N:4]4)[CH2:24][C:25]4[CH:30]=[C:29]([F:31])[CH:28]=[C:27]([F:32])[CH:26]=4)=[N:34][C:35]([S:50][CH3:51])=[N:36][CH:37]=3)[CH:40]=[CH:41][CH:42]=2)[N:46]([CH3:48])[N:45]=1. The catalyst class is: 3. (4) Reactant: [Cl:1][C:2]1[C:3]([C:8]([OH:10])=O)=[N:4][N:5]([CH3:7])[CH:6]=1.C([N:13]1[CH:17]=[CH:16][N:15]=[CH:14]1)([N:13]1[CH:17]=[CH:16][N:15]=[CH:14]1)=O. Product: [Cl:1][C:2]1[C:3]([C:8]([N:13]2[CH:17]=[CH:16][N:15]=[CH:14]2)=[O:10])=[N:4][N:5]([CH3:7])[CH:6]=1. The catalyst class is: 10.